From a dataset of NCI-60 drug combinations with 297,098 pairs across 59 cell lines. Regression. Given two drug SMILES strings and cell line genomic features, predict the synergy score measuring deviation from expected non-interaction effect. (1) Drug 1: CC1=CC=C(C=C1)C2=CC(=NN2C3=CC=C(C=C3)S(=O)(=O)N)C(F)(F)F. Drug 2: C1=CC=C(C(=C1)C(C2=CC=C(C=C2)Cl)C(Cl)Cl)Cl. Cell line: NCI-H226. Synergy scores: CSS=0.831, Synergy_ZIP=0.705, Synergy_Bliss=1.84, Synergy_Loewe=0.432, Synergy_HSA=0.0289. (2) Drug 1: CC=C1C(=O)NC(C(=O)OC2CC(=O)NC(C(=O)NC(CSSCCC=C2)C(=O)N1)C(C)C)C(C)C. Drug 2: C1=NC(=NC(=O)N1C2C(C(C(O2)CO)O)O)N. Cell line: EKVX. Synergy scores: CSS=8.62, Synergy_ZIP=-4.71, Synergy_Bliss=-2.67, Synergy_Loewe=-11.5, Synergy_HSA=-1.28. (3) Drug 1: CC1CCC2CC(C(=CC=CC=CC(CC(C(=O)C(C(C(=CC(C(=O)CC(OC(=O)C3CCCCN3C(=O)C(=O)C1(O2)O)C(C)CC4CCC(C(C4)OC)O)C)C)O)OC)C)C)C)OC. Drug 2: CC(C)NC(=O)C1=CC=C(C=C1)CNNC.Cl. Cell line: NCI/ADR-RES. Synergy scores: CSS=12.7, Synergy_ZIP=-1.95, Synergy_Bliss=-0.265, Synergy_Loewe=-20.1, Synergy_HSA=-3.19.